This data is from NCI-60 drug combinations with 297,098 pairs across 59 cell lines. The task is: Regression. Given two drug SMILES strings and cell line genomic features, predict the synergy score measuring deviation from expected non-interaction effect. (1) Drug 1: C1=CC(=CC=C1CC(C(=O)O)N)N(CCCl)CCCl.Cl. Drug 2: CN(C(=O)NC(C=O)C(C(C(CO)O)O)O)N=O. Cell line: 786-0. Synergy scores: CSS=7.91, Synergy_ZIP=-5.58, Synergy_Bliss=-7.16, Synergy_Loewe=-20.8, Synergy_HSA=-8.94. (2) Drug 1: C1=CC=C(C(=C1)C(C2=CC=C(C=C2)Cl)C(Cl)Cl)Cl. Drug 2: CN1C2=C(C=C(C=C2)N(CCCl)CCCl)N=C1CCCC(=O)O.Cl. Cell line: HL-60(TB). Synergy scores: CSS=-28.2, Synergy_ZIP=43.4, Synergy_Bliss=59.0, Synergy_Loewe=-3.60, Synergy_HSA=4.92.